From a dataset of Catalyst prediction with 721,799 reactions and 888 catalyst types from USPTO. Predict which catalyst facilitates the given reaction. Reactant: [C:1](#[N:3])[CH3:2].C([Li])CCC.C([O:11][C:12](=O)[C:13]1[CH:18]=[CH:17][CH:16]=[C:15]([O:19][CH3:20])[CH:14]=1)C.[OH-].[Na+]. Product: [CH3:20][O:19][C:15]1[CH:14]=[C:13]([C:12](=[O:11])[CH2:2][C:1]#[N:3])[CH:18]=[CH:17][CH:16]=1. The catalyst class is: 1.